This data is from Catalyst prediction with 721,799 reactions and 888 catalyst types from USPTO. The task is: Predict which catalyst facilitates the given reaction. (1) The catalyst class is: 3. Reactant: [Cl:1][C:2]1[C:10]2[C:5](=[CH:6][CH:7]=[C:8]([C:11]3[N:15]=[C:14]([C:16]4[S:17][C:18]([C:27]([F:30])([F:29])[F:28])=[C:19]([C:21]5[CH:26]=[CH:25][CH:24]=[CH:23][CH:22]=5)[CH:20]=4)[O:13][N:12]=3)[CH:9]=2)[NH:4][CH:3]=1.Br[CH2:32][CH2:33][C:34]([O-:36])=[O:35].C([O-])([O-])=O.[Cs+].[Cs+]. Product: [Cl:1][C:2]1[C:10]2[C:5](=[CH:6][CH:7]=[C:8]([C:11]3[N:15]=[C:14]([C:16]4[S:17][C:18]([C:27]([F:30])([F:28])[F:29])=[C:19]([C:21]5[CH:26]=[CH:25][CH:24]=[CH:23][CH:22]=5)[CH:20]=4)[O:13][N:12]=3)[CH:9]=2)[N:4]([CH2:32][CH2:33][C:34]([OH:36])=[O:35])[CH:3]=1. (2) Product: [Cl:24][C:25]1[CH:30]=[CH:29][C:28]([C:2]2[N:7]=[C:6]([C:8]([NH:10][C:11]3[C:12]([CH3:22])=[C:13]([CH:18]=[CH:19][C:20]=3[CH3:21])[C:14]([O:16][CH3:17])=[O:15])=[O:9])[C:5]([CH3:23])=[CH:4][CH:3]=2)=[CH:27][CH:26]=1. The catalyst class is: 117. Reactant: Cl[C:2]1[N:7]=[C:6]([C:8]([NH:10][C:11]2[C:12]([CH3:22])=[C:13]([CH:18]=[CH:19][C:20]=2[CH3:21])[C:14]([O:16][CH3:17])=[O:15])=[O:9])[C:5]([CH3:23])=[CH:4][CH:3]=1.[Cl:24][C:25]1[CH:30]=[CH:29][C:28](B(O)O)=[CH:27][CH:26]=1.C([O-])([O-])=O.[Na+].[Na+].C(Cl)Cl. (3) Reactant: [C:1]([C:4]1[CH:14]=[CH:13][C:7]2[O:8][CH2:9][C:10](=[O:12])[NH:11][C:6]=2[CH:5]=1)(=[O:3])[CH3:2].CO[CH:17](OC)[N:18]([CH3:20])[CH3:19]. Product: [CH3:17][N:18]([CH3:20])[CH:19]=[CH:2][C:1]([C:4]1[CH:14]=[CH:13][C:7]2[O:8][CH2:9][C:10](=[O:12])[NH:11][C:6]=2[CH:5]=1)=[O:3]. The catalyst class is: 14. (4) Reactant: [OH:1][C:2]1[CH:3]=[C:4]2[C:9](=[CH:10][CH:11]=1)[C@H:8]([C:12]([O:14][CH3:15])=[O:13])[N:7]([C:16]([O:18][C:19]([CH3:22])([CH3:21])[CH3:20])=[O:17])[CH2:6][CH2:5]2.O[CH2:24][C:25]1[CH:26]=[C:27]([NH:31][C:32](=[O:34])[CH3:33])[CH:28]=[CH:29][CH:30]=1.C1C=CC(P(C2C=CC=CC=2)C2C=CC=CC=2)=CC=1.CCOC(/N=N/C(OCC)=O)=O. Product: [C:32]([NH:31][C:27]1[CH:26]=[C:25]([CH:30]=[CH:29][CH:28]=1)[CH2:24][O:1][C:2]1[CH:3]=[C:4]2[C:9](=[CH:10][CH:11]=1)[C@H:8]([C:12]([O:14][CH3:15])=[O:13])[N:7]([C:16]([O:18][C:19]([CH3:22])([CH3:21])[CH3:20])=[O:17])[CH2:6][CH2:5]2)(=[O:34])[CH3:33]. The catalyst class is: 1. (5) Reactant: [C:1]1([C:7]2([C:13]3[CH:18]=[CH:17][CH:16]=[CH:15][CH:14]=3)[CH2:11][CH2:10][NH:9][C:8]2=O)[CH:6]=[CH:5][CH:4]=[CH:3][CH:2]=1.[H-].[Al+3].[Li+].[H-].[H-].[H-]. Product: [C:1]1([C:7]2([C:13]3[CH:18]=[CH:17][CH:16]=[CH:15][CH:14]=3)[CH2:11][CH2:10][NH:9][CH2:8]2)[CH:2]=[CH:3][CH:4]=[CH:5][CH:6]=1. The catalyst class is: 28. (6) Reactant: Br[C:2]1[CH:3]=[CH:4][C:5]2[C:9]([C:10]3[CH:15]=[CH:14][CH:13]=[CH:12][CH:11]=3)=[C:8]([C:16]3[CH:21]=[CH:20][CH:19]=[CH:18][CH:17]=3)[O:7][C:6]=2[CH:22]=1.C([Li])CCC.[B:28](OC)([O:31]C)[O:29]C.Cl. Product: [C:16]1([C:8]2[O:7][C:6]3[CH:22]=[C:2]([B:28]([OH:31])[OH:29])[CH:3]=[CH:4][C:5]=3[C:9]=2[C:10]2[CH:15]=[CH:14][CH:13]=[CH:12][CH:11]=2)[CH:21]=[CH:20][CH:19]=[CH:18][CH:17]=1. The catalyst class is: 323. (7) Reactant: [CH2:1]([O:8][C:9]([NH:11][C@@H:12]1[C:15](=[O:16])[N:14](CC2C=CC(OC)=CC=2OC)[C@@H:13]1[CH2:28][N:29]1[C:33](=[O:34])[CH2:32][N:31]([C:35]([O:37][C:38]([CH3:41])([CH3:40])[CH3:39])=[O:36])[C:30]1=[O:42])=[O:10])[C:2]1[CH:7]=[CH:6][CH:5]=[CH:4][CH:3]=1.OP([O-])([O-])=O.[K+].[K+]. Product: [CH2:1]([O:8][C:9]([NH:11][C@@H:12]1[C:15](=[O:16])[NH:14][C@@H:13]1[CH2:28][N:29]1[C:33](=[O:34])[CH2:32][N:31]([C:35]([O:37][C:38]([CH3:40])([CH3:39])[CH3:41])=[O:36])[C:30]1=[O:42])=[O:10])[C:2]1[CH:7]=[CH:6][CH:5]=[CH:4][CH:3]=1. The catalyst class is: 47. (8) Reactant: Br[CH2:2][CH2:3][CH2:4][CH2:5][CH2:6][CH2:7][CH2:8][CH2:9]C.[CH3:11][O:12][C:13]1[CH:14]=[C:15]([CH:18]=[CH:19][CH:20]=1)[CH:16]=O.[NH4+].[Cl-].Cl. Product: [CH3:11][O:12][C:13]1[CH:20]=[CH:19][CH:18]=[C:15]([CH:16]=[CH:2][CH2:3][CH2:4][CH2:5][CH2:6][CH2:7][CH2:8][CH3:9])[CH:14]=1. The catalyst class is: 27. (9) Reactant: [C:1]([O:5][C:6]([N:8]1[CH2:17][CH2:16][C:15]2[C:10](=[C:11]([C:18](=[O:34])[NH:19][C:20]3([C:29]([O:31]CC)=[O:30])[CH2:28][C:27]4[C:22](=[CH:23][CH:24]=[CH:25][CH:26]=4)[CH2:21]3)[CH:12]=[CH:13][CH:14]=2)[CH2:9]1)=[O:7])([CH3:4])([CH3:3])[CH3:2].[OH-].[K+].O. Product: [C:1]([O:5][C:6]([N:8]1[CH2:17][CH2:16][C:15]2[C:10](=[C:11]([C:18](=[O:34])[NH:19][C:20]3([C:29]([OH:31])=[O:30])[CH2:28][C:27]4[C:22](=[CH:23][CH:24]=[CH:25][CH:26]=4)[CH2:21]3)[CH:12]=[CH:13][CH:14]=2)[CH2:9]1)=[O:7])([CH3:4])([CH3:2])[CH3:3]. The catalyst class is: 14.